This data is from Full USPTO retrosynthesis dataset with 1.9M reactions from patents (1976-2016). The task is: Predict the reactants needed to synthesize the given product. (1) Given the product [CH3:1][C:2]1([CH3:9])[C@H:7]([OH:8])[C:5](=[O:6])[O:4][CH2:3]1, predict the reactants needed to synthesize it. The reactants are: [CH3:1][C:2]1([CH3:9])[C@@H:7]([OH:8])[C:5](=[O:6])[O:4][CH2:3]1.ClC(Cl)(Cl)C(=N)OCC1C=CC=CC=1.ClC(Cl)(Cl)C(=N)OCC1C=CC(OC)=CC=1.FC(F)(F)S(O)(=O)=O.C1(C)C=CC(S(O)(=O)=O)=CC=1.C12(CS(O)(=O)=O)C(C)(C)C(CC1)CC2=O.FC(F)(F)C(O)=O.[B-](F)(F)(F)F.C1C=CC([C+](C2C=CC=CC=2)C2C=CC=CC=2)=CC=1.Cl(OC(C1C=CC=CC=1)(C1C=CC=CC=1)C1C=CC=CC=1)(=O)(=O)=O.FC(F)(F)S(O[Si](C)(C)C)(=O)=O.[Sn]. (2) Given the product [OH:2][C:3]1[CH:4]=[C:5]2[C:6]([CH:12]=[CH:11][C:10](=[O:19])[NH:9]2)=[CH:7][CH:8]=1, predict the reactants needed to synthesize it. The reactants are: C[O:2][C:3]1[CH:4]=[C:5]([NH:9][C:10](=[O:19])[CH:11]=[CH:12]C2C=CC=CC=2)[CH:6]=[CH:7][CH:8]=1.[Al+3].[Cl-].[Cl-].[Cl-]. (3) Given the product [CH:3]([O:6][C:7]([N:9]1[CH2:15][CH2:14][CH2:13][CH:12]([N:16]([C:32](=[O:34])[CH3:33])[CH2:17][C:18]2[CH:23]=[C:22]([C:24]([F:25])([F:26])[F:27])[CH:21]=[C:20]([C:28]([F:29])([F:30])[F:31])[CH:19]=2)[C:11]2[CH:35]=[C:36]([Br:1])[C:37]([CH3:39])=[CH:38][C:10]1=2)=[O:8])([CH3:4])[CH3:5], predict the reactants needed to synthesize it. The reactants are: [Br:1]Br.[CH:3]([O:6][C:7]([N:9]1[CH2:15][CH2:14][CH2:13][CH:12]([N:16]([C:32](=[O:34])[CH3:33])[CH2:17][C:18]2[CH:23]=[C:22]([C:24]([F:27])([F:26])[F:25])[CH:21]=[C:20]([C:28]([F:31])([F:30])[F:29])[CH:19]=2)[C:11]2[CH:35]=[CH:36][C:37]([CH3:39])=[CH:38][C:10]1=2)=[O:8])([CH3:5])[CH3:4]. (4) Given the product [CH3:3][O:2][N:4]=[C:22]([CH2:21][CH2:20][CH2:19][N:18]1[C:14]2[C:13]3[CH:12]=[CH:11][C:10]([C:28]4[CH:33]=[CH:32][CH:31]=[CH:30][CH:29]=4)=[CH:9][C:8]=3[N:7]=[C:6]([NH2:5])[C:15]=2[N:16]=[C:17]1[CH2:25][CH2:26][CH3:27])[CH3:23], predict the reactants needed to synthesize it. The reactants are: Cl.[O:2]([NH2:4])[CH3:3].[NH2:5][C:6]1[C:15]2[N:16]=[C:17]([CH2:25][CH2:26][CH3:27])[N:18]([CH2:19][CH2:20][CH2:21][C:22](=O)[CH3:23])[C:14]=2[C:13]2[CH:12]=[CH:11][C:10]([C:28]3[CH:33]=[CH:32][CH:31]=[CH:30][CH:29]=3)=[CH:9][C:8]=2[N:7]=1. (5) Given the product [NH2:6][C:7]1[N:8]=[CH:9][C:10]([CH2:11][OH:12])=[CH:14][CH:15]=1, predict the reactants needed to synthesize it. The reactants are: S(=O)(=O)(O)O.[NH2:6][C:7]1[CH:15]=[CH:14][C:10]([C:11](O)=[O:12])=[CH:9][N:8]=1.C([O-])([O-])=O.[Na+].[Na+].[H-].[Al+3].[Li+].[H-].[H-].[H-].[OH-].[Na+]. (6) The reactants are: [C:1]1([C:7]2([CH2:13][O:14][CH2:15][C:16]3[CH:17]=[C:18]([C:26]4[CH:31]=[CH:30][C:29]([C:32]#[N:33])=[CH:28][CH:27]=4)[CH:19]=[C:20]([C:22]([F:25])([F:24])[F:23])[CH:21]=3)[CH2:12][CH2:11][NH:10][CH2:9][CH2:8]2)[CH:6]=[CH:5][CH:4]=[CH:3][CH:2]=1.C(O[C:37]1(O[Si](C)(C)C)[CH2:39][CH2:38]1)C.C([BH3-])#N.[Na+]. Given the product [CH:37]1([N:10]2[CH2:11][CH2:12][C:7]([CH2:13][O:14][CH2:15][C:16]3[CH:17]=[C:18]([C:26]4[CH:31]=[CH:30][C:29]([C:32]#[N:33])=[CH:28][CH:27]=4)[CH:19]=[C:20]([C:22]([F:24])([F:25])[F:23])[CH:21]=3)([C:1]3[CH:2]=[CH:3][CH:4]=[CH:5][CH:6]=3)[CH2:8][CH2:9]2)[CH2:39][CH2:38]1, predict the reactants needed to synthesize it. (7) The reactants are: O[CH:2]=[C:3]1[C:11]2[C:6](=[CH:7][C:8]([C:12]([C:14]3[CH:15]=[C:16]([NH:20][C:21]([C:23]4[S:24][CH:25]=[CH:26][C:27]=4[CH3:28])=[O:22])[CH:17]=[CH:18][CH:19]=3)=[O:13])=[CH:9][CH:10]=2)[NH:5][C:4]1=[O:29].C1COCC1.[N:35]1([CH2:40][C:41]2[CH:46]=[CH:45][C:44]([NH2:47])=[CH:43][CH:42]=2)[CH2:39][CH2:38][CH2:37][CH2:36]1. Given the product [O:29]=[C:4]1[C:3](=[CH:2][NH:47][C:44]2[CH:43]=[CH:42][C:41]([CH2:40][N:35]3[CH2:39][CH2:38][CH2:37][CH2:36]3)=[CH:46][CH:45]=2)[C:11]2[C:6](=[CH:7][C:8]([C:12]([C:14]3[CH:15]=[C:16]([NH:20][C:21]([C:23]4[S:24][CH:25]=[CH:26][C:27]=4[CH3:28])=[O:22])[CH:17]=[CH:18][CH:19]=3)=[O:13])=[CH:9][CH:10]=2)[NH:5]1, predict the reactants needed to synthesize it.